This data is from TCR-epitope binding with 47,182 pairs between 192 epitopes and 23,139 TCRs. The task is: Binary Classification. Given a T-cell receptor sequence (or CDR3 region) and an epitope sequence, predict whether binding occurs between them. The epitope is SQASSRSSSR. The TCR CDR3 sequence is CASSLASGGGEQYF. Result: 0 (the TCR does not bind to the epitope).